Dataset: Catalyst prediction with 721,799 reactions and 888 catalyst types from USPTO. Task: Predict which catalyst facilitates the given reaction. (1) Reactant: C[O:2][C:3]([C:5]1[C:17]2[C:16]3[C:11](=[CH:12][CH:13]=[CH:14][CH:15]=3)[N:10]([CH2:18][C:19]3[CH:24]=[CH:23][C:22]([F:25])=[CH:21][CH:20]=3)[C:9]=2[C:8]([O:26][CH3:27])=[CH:7][CH:6]=1)=[O:4].[OH-].[Na+]. Product: [F:25][C:22]1[CH:21]=[CH:20][C:19]([CH2:18][N:10]2[C:9]3[C:8]([O:26][CH3:27])=[CH:7][CH:6]=[C:5]([C:3]([OH:4])=[O:2])[C:17]=3[C:16]3[C:11]2=[CH:12][CH:13]=[CH:14][CH:15]=3)=[CH:24][CH:23]=1. The catalyst class is: 5. (2) The catalyst class is: 59. Product: [C:1]([C:5]1[CH:9]=[C:8]([NH:10][C:11](=[O:36])[NH:12][C:13]2[C:22]3[C:17](=[CH:18][CH:19]=[CH:20][CH:21]=3)[C:16]([O:23][CH2:24][C:25]3[CH:30]=[CH:29][N:28]=[C:27]([NH:31][C:32](=[O:35])[CH2:33][N:46]([CH3:47])[CH3:45])[CH:26]=3)=[CH:15][CH:14]=2)[N:7]([C:37]2[CH:42]=[CH:41][C:40]([CH3:43])=[CH:39][CH:38]=2)[N:6]=1)([CH3:4])([CH3:3])[CH3:2]. Reactant: [C:1]([C:5]1[CH:9]=[C:8]([NH:10][C:11](=[O:36])[NH:12][C:13]2[C:22]3[C:17](=[CH:18][CH:19]=[CH:20][CH:21]=3)[C:16]([O:23][CH2:24][C:25]3[CH:30]=[CH:29][N:28]=[C:27]([NH:31][C:32](=[O:35])[CH2:33]Cl)[CH:26]=3)=[CH:15][CH:14]=2)[N:7]([C:37]2[CH:42]=[CH:41][C:40]([CH3:43])=[CH:39][CH:38]=2)[N:6]=1)([CH3:4])([CH3:3])[CH3:2].C[CH2:45][N:46](C(C)C)[CH:47](C)C.CNC. (3) Reactant: Cl.[N:2]1[C:7]2[CH2:8][NH:9][CH2:10][C:6]=2[CH:5]=[N:4][CH:3]=1.C[Al](C)C.C[Al](C)C.C1N2CCN(CC2)C1.[CH3:27][N:28]([C:45]1[CH:50]=[CH:49][CH:48]=[CH:47][CH:46]=1)[C:29]1[N:34]=[C:33]([NH2:35])[N:32]=[C:31]([C:36]2[N:40]=[C:39](C(Cl)(Cl)Cl)[O:38][N:37]=2)[N:30]=1. Product: [CH3:27][N:28]([C:45]1[CH:46]=[CH:47][CH:48]=[CH:49][CH:50]=1)[C:29]1[N:34]=[C:33]([NH2:35])[N:32]=[C:31]([C:36]2[N:40]=[C:39]([N:9]3[CH2:10][C:6]4[CH:5]=[N:4][CH:3]=[N:2][C:7]=4[CH2:8]3)[O:38][N:37]=2)[N:30]=1. The catalyst class is: 1. (4) Reactant: C[O:2][C:3]1[CH:4]=[C:5]([CH2:11][CH:12]([NH2:14])[CH3:13])[CH:6]=[CH:7][C:8]=1[O:9]C.[BrH:15]. Product: [BrH:15].[NH2:14][CH:12]([CH3:13])[CH2:11][C:5]1[CH:4]=[C:3]([OH:2])[C:8]([OH:9])=[CH:7][CH:6]=1. The catalyst class is: 4. (5) Reactant: Cl.Cl.[NH:3]1[CH2:8][CH2:7][CH:6]([CH2:9][CH2:10][CH2:11][CH2:12][NH:13][C:14](=[O:23])[CH:15]=[CH:16][C:17]2[CH:18]=[N:19][CH:20]=[CH:21][CH:22]=2)[CH2:5][CH2:4]1.C1(N)C(F)=C(F)C(F)=C(N)C=1F.Cl.Cl.Cl[CH:39]1[C:45]2[CH:46]=[CH:47][CH:48]=[CH:49][C:44]=2[CH2:43][S:42][C:41]2[CH:50]=[CH:51][CH:52]=[CH:53][C:40]1=2. Product: [CH:53]1[C:40]2[CH:39]([N:3]3[CH2:8][CH2:7][CH:6]([CH2:9][CH2:10][CH2:11][CH2:12][NH:13][C:14](=[O:23])[CH:15]=[CH:16][C:17]4[CH:18]=[N:19][CH:20]=[CH:21][CH:22]=4)[CH2:5][CH2:4]3)[C:45]3[CH:46]=[CH:47][CH:48]=[CH:49][C:44]=3[CH2:43][S:42][C:41]=2[CH:50]=[CH:51][CH:52]=1. The catalyst class is: 4. (6) Reactant: [CH:1]([C:3]1[C:11]2[C:10]([C:12]([O:14][CH3:15])=[O:13])=[CH:9][CH:8]=[N:7][C:6]=2[N:5](C(OC(C)(C)C)=O)[CH:4]=1)=O.[NH2:23][CH:24]1[CH2:29][CH2:28][CH2:27][N:26]([C:30]([O:32][C:33]([CH3:36])([CH3:35])[CH3:34])=[O:31])[CH2:25]1.[B-]C#N.[Na+]. Product: [C:33]([O:32][C:30]([N:26]1[CH2:27][CH2:28][CH2:29][CH:24]([NH:23][CH2:1][C:3]2[C:11]3[C:10]([C:12]([O:14][CH3:15])=[O:13])=[CH:9][CH:8]=[N:7][C:6]=3[NH:5][CH:4]=2)[CH2:25]1)=[O:31])([CH3:36])([CH3:34])[CH3:35]. The catalyst class is: 130. (7) Reactant: [NH:1]1[CH2:5][CH2:4][CH2:3][CH2:2]1.[I:6][C:7]1[CH:8]=[C:9]([CH:12]=[CH:13][CH:14]=1)[CH:10]=O.[BH4-].[Na+]. Product: [I:6][C:7]1[CH:8]=[C:9]([CH:12]=[CH:13][CH:14]=1)[CH2:10][N:1]1[CH2:5][CH2:4][CH2:3][CH2:2]1. The catalyst class is: 111. (8) Reactant: [C:1]([O:5][C:6]([NH:8][C:9]1[CH:17]=[CH:16][C:12]([C:13]([OH:15])=[O:14])=[C:11]([F:18])[CH:10]=1)=[O:7])([CH3:4])([CH3:3])[CH3:2].[Cl:19][C:20]1[CH:21]=[N+:22]([O-:40])[CH:23]=[C:24]([Cl:39])[C:25]=1[CH2:26][C@@H:27]([C:29]1[CH:34]=[CH:33][C:32]([O:35][CH3:36])=[C:31]([O:37][CH3:38])[CH:30]=1)O.C(N=C=NCCCN(C)C)C. Product: [Cl:39][C:24]1[CH:23]=[N+:22]([O-:40])[CH:21]=[C:20]([Cl:19])[C:25]=1[CH2:26][C@H:27]([O:14][C:13](=[O:15])[C:12]1[CH:16]=[CH:17][C:9]([NH:8][C:6]([O:5][C:1]([CH3:4])([CH3:2])[CH3:3])=[O:7])=[CH:10][C:11]=1[F:18])[C:29]1[CH:34]=[CH:33][C:32]([O:35][CH3:36])=[C:31]([O:37][CH3:38])[CH:30]=1. The catalyst class is: 112. (9) Reactant: [CH2:1]([N:8]1[CH2:12][CH2:11][CH:10]([CH2:13][OH:14])[CH2:9]1)[C:2]1[CH:7]=[CH:6][CH:5]=[CH:4][CH:3]=1.C(N(CC)CC)C.[CH3:22][S:23](Cl)(=[O:25])=[O:24]. Product: [CH2:1]([N:8]1[CH2:12][CH2:11][CH:10]([CH2:13][O:14][S:23]([CH3:22])(=[O:25])=[O:24])[CH2:9]1)[C:2]1[CH:7]=[CH:6][CH:5]=[CH:4][CH:3]=1. The catalyst class is: 4.